Dataset: Retrosynthesis with 50K atom-mapped reactions and 10 reaction types from USPTO. Task: Predict the reactants needed to synthesize the given product. (1) Given the product CCOC(=O)C(C)=NNc1cc(C)ccc1F, predict the reactants needed to synthesize it. The reactants are: CCOC(=O)C(C)=O.Cc1ccc(F)c(NN)c1. (2) The reactants are: CO.COc1ccc(CC(Cc2ccc(OC)cc2)N2C(=O)[C@H]([C@@H](C)O)[C@H]2C(=O)O)cc1. Given the product COC(=O)[C@@H]1[C@@H]([C@@H](C)O)C(=O)N1C(Cc1ccc(OC)cc1)Cc1ccc(OC)cc1, predict the reactants needed to synthesize it.